From a dataset of Reaction yield outcomes from USPTO patents with 853,638 reactions. Predict the reaction yield, written as a fraction of the theoretical maximum amount of product (1.0 means a 100% yield; for example, 0.34 means a 34% yield). (1) The reactants are C([O:3][C:4](=[O:32])[CH2:5][CH:6]1[C:15]2[C:10](=[CH:11][C:12]([O:16][CH2:17][C:18]3[CH:19]=[C:20]([C:24]4[C:29]([CH3:30])=[CH:28][CH:27]=[CH:26][C:25]=4[CH3:31])[CH:21]=[CH:22][CH:23]=3)=[CH:13][CH:14]=2)[CH2:9][CH2:8][CH2:7]1)C.C(O)C.[OH-].[Na+].Cl. The catalyst is O.O1CCCC1. The product is [CH3:31][C:25]1[CH:26]=[CH:27][CH:28]=[C:29]([CH3:30])[C:24]=1[C:20]1[CH:21]=[CH:22][CH:23]=[C:18]([CH2:17][O:16][C:12]2[CH:11]=[C:10]3[C:15](=[CH:14][CH:13]=2)[CH:6]([CH2:5][C:4]([OH:32])=[O:3])[CH2:7][CH2:8][CH2:9]3)[CH:19]=1. The yield is 0.570. (2) The reactants are [C:1]([CH2:3][C:4]([O:6]CC)=O)#[N:2].C(N(CC)CC)C.[CH3:16][N:17]([C@@H:27]1[C@H:32]([CH3:33])[CH2:31][CH2:30][NH:29][CH2:28]1)[C:18]1[C:19]2[CH:26]=[CH:25][NH:24][C:20]=2[N:21]=[CH:22][N:23]=1. The catalyst is C1(C)C=CC=CC=1. The product is [CH3:33][C@@H:32]1[CH2:31][CH2:30][N:29]([C:4](=[O:6])[CH2:3][C:1]#[N:2])[CH2:28][C@@H:27]1[N:17]([CH3:16])[C:18]1[C:19]2[CH:26]=[CH:25][NH:24][C:20]=2[N:21]=[CH:22][N:23]=1. The yield is 0.520.